From a dataset of Catalyst prediction with 721,799 reactions and 888 catalyst types from USPTO. Predict which catalyst facilitates the given reaction. Reactant: [NH:1]1[C:9]2[C:4](=[CH:5][CH:6]=[CH:7][CH:8]=2)[C:3]([C:10](O)=[O:11])=[N:2]1.[H-].[Al+3].[Li+].[H-].[H-].[H-]. Product: [NH:1]1[C:9]2[C:4](=[CH:5][CH:6]=[CH:7][CH:8]=2)[C:3]([CH2:10][OH:11])=[N:2]1. The catalyst class is: 27.